Dataset: Catalyst prediction with 721,799 reactions and 888 catalyst types from USPTO. Task: Predict which catalyst facilitates the given reaction. (1) Reactant: [CH3:1][C:2]1[CH:7]=[C:6]([O:8][CH2:9][CH2:10][C:11]2[CH:16]=[CH:15][CH:14]=[CH:13][N:12]=2)[CH:5]=[CH:4][C:3]=1[NH:17][C:18]1[O:19][CH2:20][C:21](=[O:28])[C:22]=1[C:23]([O:25][CH2:26][CH3:27])=[O:24].[NH:29]1[C:37]2[C:32](=[CH:33][CH:34]=[CH:35][N:36]=2)[C:31]([CH:38]=O)=[CH:30]1.N1CCC[C@H]1C(O)=O. Product: [NH:29]1[C:37]2=[N:36][CH:35]=[CH:34][CH:33]=[C:32]2[C:31]([CH:38]=[C:20]2[O:19][C:18]([NH:17][C:3]3[CH:4]=[CH:5][C:6]([O:8][CH2:9][CH2:10][C:11]4[CH:16]=[CH:15][CH:14]=[CH:13][N:12]=4)=[CH:7][C:2]=3[CH3:1])=[C:22]([C:23]([O:25][CH2:26][CH3:27])=[O:24])[C:21]2=[O:28])=[CH:30]1. The catalyst class is: 8. (2) Reactant: [Si]([O:8][C@@H:9]1[C@@H:14]([CH3:15])[CH2:13][N:12]([C:16]2[CH:21]=[CH:20][N:19]=[CH:18][C:17]=2[NH:22][C:23]([C:25]2[CH:34]=[CH:33][C:32]3[C:27](=[CH:28][C:29]([C:35]4[CH2:36][CH2:37][O:38][CH2:39][CH:40]=4)=[CH:30][CH:31]=3)[N:26]=2)=[O:24])[CH2:11][C@H:10]1[NH:41]C(=O)OC(C)(C)C)(C(C)(C)C)(C)C.Cl.O1CCOCC1. Product: [NH2:41][C@H:10]1[C@H:9]([OH:8])[C@@H:14]([CH3:15])[CH2:13][N:12]([C:16]2[CH:21]=[CH:20][N:19]=[CH:18][C:17]=2[NH:22][C:23]([C:25]2[CH:34]=[CH:33][C:32]3[C:27](=[CH:28][C:29]([CH:35]4[CH2:36][CH2:37][O:38][CH2:39][CH2:40]4)=[CH:30][CH:31]=3)[N:26]=2)=[O:24])[CH2:11]1. The catalyst class is: 19.